Dataset: Full USPTO retrosynthesis dataset with 1.9M reactions from patents (1976-2016). Task: Predict the reactants needed to synthesize the given product. (1) Given the product [CH2:1]([O:8][C:9]1[CH:16]=[CH:15][C:12]([CH:13]=[O:14])=[C:11]([O:17][CH:19]([CH3:21])[CH3:20])[CH:10]=1)[C:2]1[CH:3]=[CH:4][CH:5]=[CH:6][CH:7]=1, predict the reactants needed to synthesize it. The reactants are: [CH2:1]([O:8][C:9]1[CH:16]=[CH:15][C:12]([CH:13]=[O:14])=[C:11]([OH:17])[CH:10]=1)[C:2]1[CH:7]=[CH:6][CH:5]=[CH:4][CH:3]=1.I[CH:19]([CH3:21])[CH3:20].C(=O)([O-])[O-].[K+].[K+]. (2) Given the product [CH3:28][N:2]([CH3:1])[S:3]([C:6]1[CH:7]=[C:8]([CH:12]2[C:21]([CH3:23])([CH3:22])[CH2:20][C:19]3[C:14](=[CH:15][CH:16]=[C:17]([C:24]([OH:26])=[O:25])[CH:18]=3)[NH:13]2)[CH:9]=[CH:10][CH:11]=1)(=[O:5])=[O:4], predict the reactants needed to synthesize it. The reactants are: [CH3:1][N:2]([CH3:28])[S:3]([C:6]1[CH:7]=[C:8]([CH:12]2[C:21]([CH3:23])([CH3:22])[CH2:20][C:19]3[C:14](=[CH:15][CH:16]=[C:17]([C:24]([O:26]C)=[O:25])[CH:18]=3)[NH:13]2)[CH:9]=[CH:10][CH:11]=1)(=[O:5])=[O:4].[OH-].[Na+]. (3) Given the product [CH3:1][O:2][C:3]1[CH:4]=[CH:5][N:6]=[C:7]([CH2:11][S+:12]([O-:26])[C:13]2[N-:14][C:15]3[CH:16]=[CH:17][C:18]([O:22][CH:23]([F:24])[F:25])=[CH:19][C:20]=3[N:21]=2)[C:8]=1[O:9][CH3:10].[Na+:28], predict the reactants needed to synthesize it. The reactants are: [CH3:1][O:2][C:3]1[CH:4]=[CH:5][N:6]=[C:7]([CH2:11][S+:12]([O-:26])[C:13]2[NH:14][C:15]3[CH:16]=[CH:17][C:18]([O:22][CH:23]([F:25])[F:24])=[CH:19][C:20]=3[N:21]=2)[C:8]=1[O:9][CH3:10].[OH-].[Na+:28]. (4) Given the product [CH2:6]([O:13][C:14]1[C:23]2[C:18](=[C:19]([CH3:26])[C:20]([O:24][CH3:25])=[CH:21][CH:22]=2)[N:17]=[C:16]([Cl:3])[CH:15]=1)[C:7]1[CH:12]=[CH:11][CH:10]=[CH:9][CH:8]=1, predict the reactants needed to synthesize it. The reactants are: O=P(Cl)(Cl)[Cl:3].[CH2:6]([O:13][C:14]1[C:23]2[C:18](=[C:19]([CH3:26])[C:20]([O:24][CH3:25])=[CH:21][CH:22]=2)[N+:17]([O-])=[CH:16][CH:15]=1)[C:7]1[CH:12]=[CH:11][CH:10]=[CH:9][CH:8]=1.